The task is: Binary Classification. Given a miRNA mature sequence and a target amino acid sequence, predict their likelihood of interaction.. This data is from Experimentally validated miRNA-target interactions with 360,000+ pairs, plus equal number of negative samples. (1) The miRNA is mmu-miR-208b-3p with sequence AUAAGACGAACAAAAGGUUUGU. The protein sequence of the target gene is MSLADELLADLEEAAEEEEGGSYGEEEEEPAIEDVQEETQLDLSGDSVKTIAKLWDSKMFAEIMMKIEEYISKQAKASEVMGPVEAAPEYRVIVDANNLTVEIENELNIIHKFIRDKYSKRFPELESLVPNALDYIRTVKELGNSLDKCKNNENLQQILTNATIMVVSVTASTTQGQQLSEEELERLEEACDMALELNASKHRIYEYVESRMSFIAPNLSIIIGASTAAKIMGVAGGLTNLSKMPACNIMLLGAQRKTLSGFSSTSVLPHTGYIYHSDIVQSLPPDLRRKAARLVAAKCT.... Result: 0 (no interaction). (2) The miRNA is hsa-miR-1260b with sequence AUCCCACCACUGCCACCAU. The protein sequence of the target gene is MATGADVRDILELGGPEGDAASGTISKKDIINPDKKKSKKSSETLTFKRPEGMHREVYALLYSDKKDAPPLLPSDTGQGYRTVKAKLGSKKVRPWKWMPFTNPARKDGAMFFHWRRAAEEGKDYPFARFNKTVQVPVYSEQEYQLYLHDDAWTKAETDHLFDLSRRFDLRFVVIHDRYDHQQFKKRSVEDLKERYYHICAKLANVRAVPGTDLKIPVFDAGHERRRKEQLERLYNRTPEQVAEEEYLLQELRKIEARKKEREKRSQDLQKLITAADTTAEQRRTERKAPKKKLPQKKEAE.... Result: 0 (no interaction).